Dataset: Full USPTO retrosynthesis dataset with 1.9M reactions from patents (1976-2016). Task: Predict the reactants needed to synthesize the given product. (1) Given the product [CH2:1]([O:8][C:9](=[O:31])[C@H:10]([CH2:16][CH2:17][CH2:18][CH2:19][NH:20][C:21]([O:23][CH2:24][C:25]1[CH:26]=[CH:27][CH:28]=[CH:29][CH:30]=1)=[O:22])[N:11]([CH2:12][CH:13]([CH3:15])[CH3:14])[S:41]([C:38]1[CH:37]=[CH:36][C:35]([N+:32]([O-:34])=[O:33])=[CH:40][CH:39]=1)(=[O:42])=[O:43])[C:2]1[CH:3]=[CH:4][CH:5]=[CH:6][CH:7]=1, predict the reactants needed to synthesize it. The reactants are: [CH2:1]([O:8][C:9](=[O:31])[C@H:10]([CH2:16][CH2:17][CH2:18][CH2:19][NH:20][C:21]([O:23][CH2:24][C:25]1[CH:30]=[CH:29][CH:28]=[CH:27][CH:26]=1)=[O:22])[NH:11][CH2:12][CH:13]([CH3:15])[CH3:14])[C:2]1[CH:7]=[CH:6][CH:5]=[CH:4][CH:3]=1.[N+:32]([C:35]1[CH:40]=[CH:39][C:38]([S:41](Cl)(=[O:43])=[O:42])=[CH:37][CH:36]=1)([O-:34])=[O:33]. (2) Given the product [CH3:1][C:2]([CH3:25])([CH3:24])[C@@H:3]([N:5]1[CH2:10][CH2:9][C@:8]([CH2:18][CH2:19][C:20]([NH2:28])=[O:21])([C:11]2[CH:16]=[CH:15][C:14]([F:17])=[CH:13][CH:12]=2)[O:7][C:6]1=[O:23])[CH3:4], predict the reactants needed to synthesize it. The reactants are: [CH3:1][C:2]([CH3:25])([CH3:24])[C@@H:3]([N:5]1[CH2:10][CH2:9][C@:8]([CH2:18][CH2:19][C:20](O)=[O:21])([C:11]2[CH:16]=[CH:15][C:14]([F:17])=[CH:13][CH:12]=2)[O:7][C:6]1=[O:23])[CH3:4].CC[N:28]=C=NCCCN(C)C.C1C=CC2N(O)N=NC=2C=1.CCN(C(C)C)C(C)C. (3) Given the product [Cl:1][C:2]1[N:7]=[C:6]([C:8]([NH2:10])=[O:9])[CH:5]=[C:4]([N:16]2[CH2:17][C:14]([F:18])([F:13])[CH2:15]2)[N:3]=1, predict the reactants needed to synthesize it. The reactants are: [Cl:1][C:2]1[N:7]=[C:6]([C:8]([NH2:10])=[O:9])[CH:5]=[C:4](Cl)[N:3]=1.Cl.[F:13][C:14]1([F:18])[CH2:17][NH:16][CH2:15]1. (4) Given the product [NH2:37][C:34]1[S:35][CH:36]=[C:32](/[C:12](=[N:11]/[O:10][C:7]([CH3:9])([CH3:8])[C:6]([OH:45])=[O:5])/[C:13](=[O:14])[NH:15][C@H:16]2[C@@H:19]([CH2:20][N:21]3[CH2:25][CH2:24][NH:23][C:22]3=[O:26])[N:18]([S:27]([OH:30])(=[O:29])=[O:28])[C:17]2=[O:31])[N:33]=1, predict the reactants needed to synthesize it. The reactants are: C([O:5][C:6](=[O:45])[C:7]([O:10]/[N:11]=[C:12](/[C:32]1[N:33]=[C:34]([NH:37]C(OC(C)(C)C)=O)[S:35][CH:36]=1)\[C:13]([NH:15][C@H:16]1[C@@H:19]([CH2:20][N:21]2[CH2:25][CH2:24][NH:23][C:22]2=[O:26])[N:18]([S:27]([OH:30])(=[O:29])=[O:28])[C:17]1=[O:31])=[O:14])([CH3:9])[CH3:8])(C)(C)C.C(O)(C(F)(F)F)=O. (5) Given the product [CH3:1][C:2]([O:4][C:5]1[S:9][C:8]2[CH2:10][CH2:11][N:12]([CH:14]([C:22]([CH:24]3[CH2:26][CH2:25]3)=[O:23])[C:15]3[CH:16]=[CH:17][CH:18]=[CH:19][C:20]=3[F:21])[CH2:13][C:7]=2[CH:6]=1)=[O:3].[ClH:27], predict the reactants needed to synthesize it. The reactants are: [CH3:1][C:2]([O:4][C:5]1[S:9][C:8]2[CH2:10][CH2:11][N:12]([CH:14]([C:22]([CH:24]3[CH2:26][CH2:25]3)=[O:23])[C:15]3[CH:16]=[CH:17][CH:18]=[CH:19][C:20]=3[F:21])[CH2:13][C:7]=2[CH:6]=1)=[O:3].[ClH:27].C(O)(C)C. (6) Given the product [C:3]([O:7][C:8]([N:10]([CH2:17][CH2:18][C:19]#[N:20])[C:11]([CH3:15])([CH3:16])[C:12]([O:14][CH3:1])=[O:13])=[O:9])([CH3:6])([CH3:5])[CH3:4], predict the reactants needed to synthesize it. The reactants are: [CH3:1]I.[C:3]([O:7][C:8]([N:10]([CH2:17][CH2:18][C:19]#[N:20])[C:11]([CH3:16])([CH3:15])[C:12]([OH:14])=[O:13])=[O:9])([CH3:6])([CH3:5])[CH3:4]. (7) Given the product [CH2:7]([N:9]1[C:18]2[C:13](=[CH:14][C:15]([F:20])=[C:16]([N:1]3[CH2:6][CH2:5][CH2:4][CH2:3][CH2:2]3)[CH:17]=2)[C:12](=[O:21])[N:11]([OH:22])[C:10]1=[O:23])[CH3:8], predict the reactants needed to synthesize it. The reactants are: [NH:1]1[CH2:6][CH2:5][CH2:4][CH2:3][CH2:2]1.[CH2:7]([N:9]1[C:18]2[C:13](=[CH:14][C:15]([F:20])=[C:16](F)[CH:17]=2)[C:12](=[O:21])[N:11]([OH:22])[C:10]1=[O:23])[CH3:8].C(N(CC)CC)C. (8) Given the product [CH2:19]([S:18][C:16]1[N:15]([C:26]2[CH:31]=[CH:30][CH:29]=[CH:28][CH:27]=2)[C:14]2[CH:32]=[C:10]([O:9][CH2:8][CH2:7][CH2:6][CH2:5][CH2:4][C:3]([OH:33])=[O:2])[CH:11]=[CH:12][C:13]=2[N:17]=1)[C:20]1[CH:25]=[CH:24][CH:23]=[CH:22][CH:21]=1, predict the reactants needed to synthesize it. The reactants are: C[O:2][C:3](=[O:33])[CH2:4][CH2:5][CH2:6][CH2:7][CH2:8][O:9][C:10]1[CH:11]=[CH:12][C:13]2[N:17]=[C:16]([S:18][CH2:19][C:20]3[CH:25]=[CH:24][CH:23]=[CH:22][CH:21]=3)[N:15]([C:26]3[CH:31]=[CH:30][CH:29]=[CH:28][CH:27]=3)[C:14]=2[CH:32]=1.[OH-].[Li+]. (9) Given the product [NH2:27][C:25]([C@@H:21]1[CH2:22][CH2:23][CH2:24][N:20]1[C:14]([C@@H:13]1[C@@H:12]2[CH2:17][CH2:18][C@@H:9]([CH2:10][C@H:11]2[OH:19])[N:8]1[C:6]([O:5][C:1]([CH3:2])([CH3:3])[CH3:4])=[O:7])=[O:15])=[O:26], predict the reactants needed to synthesize it. The reactants are: [C:1]([O:5][C:6]([N:8]1[C@H:13]([C:14](O)=[O:15])[C@@H:12]2[CH2:17][CH2:18][C@H:9]1[CH2:10][C@H:11]2[OH:19])=[O:7])([CH3:4])([CH3:3])[CH3:2].[NH:20]1[CH2:24][CH2:23][CH2:22][C@H:21]1[C:25]([NH2:27])=[O:26].O.ON1C2C=CC=CC=2N=N1.Cl.CN(C)CCCN=C=NCC.C(N(CC)C(C)C)(C)C. (10) The reactants are: Br[C:2]1[N:10]2[C:5]([C:6]([NH2:11])=[N:7][CH:8]=[N:9]2)=[CH:4][CH:3]=1.Cl[Si](C)(C)C.CC([Mg]Cl)C.[O:22]=[C:23]1[CH2:28][CH2:27][CH2:26][N:25]([C:29]([O:31][C:32]([CH3:35])([CH3:34])[CH3:33])=[O:30])[CH2:24]1. Given the product [NH2:11][C:6]1[C:5]2=[CH:4][CH:3]=[C:2]([C:23]3([OH:22])[CH2:28][CH2:27][CH2:26][N:25]([C:29]([O:31][C:32]([CH3:34])([CH3:33])[CH3:35])=[O:30])[CH2:24]3)[N:10]2[N:9]=[CH:8][N:7]=1, predict the reactants needed to synthesize it.